Dataset: Forward reaction prediction with 1.9M reactions from USPTO patents (1976-2016). Task: Predict the product of the given reaction. (1) Given the reactants [F:1][C:2]([F:20])([F:19])[C:3]1[CH:4]=[C:5]([CH:9]2[CH2:14][CH:13]([C:15]([O:17][CH3:18])=[O:16])[CH2:12][CH2:11][NH:10]2)[CH:6]=[CH:7][CH:8]=1.CCN(C(C)C)C(C)C.Cl[C:31]([O:33][CH3:34])=[O:32], predict the reaction product. The product is: [F:20][C:2]([F:19])([F:1])[C:3]1[CH:4]=[C:5]([CH:9]2[CH2:14][CH:13]([C:15]([O:17][CH3:18])=[O:16])[CH2:12][CH2:11][N:10]2[C:31]([O:33][CH3:34])=[O:32])[CH:6]=[CH:7][CH:8]=1. (2) Given the reactants [N+](=[C:3]([C:8]1[CH:17]=[CH:16][C:15]2[C:10](=[CH:11][CH:12]=[CH:13][CH:14]=2)[CH:9]=1)[C:4]([O:6][CH3:7])=[O:5])=[N-].[CH:18](/[C:22]1[CH:27]=[CH:26][CH:25]=[CH:24][CH:23]=1)=[CH:19]\[CH:20]=[CH2:21], predict the reaction product. The product is: [CH:9]1[C:10]2[C:15](=[CH:14][CH:13]=[CH:12][CH:11]=2)[CH:16]=[CH:17][C:8]=1[C:3]1([C:4]([O:6][CH3:7])=[O:5])[CH2:21][CH:20]1/[CH:19]=[CH:18]/[C:22]1[CH:27]=[CH:26][CH:25]=[CH:24][CH:23]=1. (3) Given the reactants [OH-].[Li+].[CH2:3]([O:7][C:8]1[CH:13]=[CH:12][C:11]([S:14]([NH:17][CH2:18][C@H:19]([N:24]2[CH2:29][CH2:28][N:27]([S:30]([CH3:33])(=[O:32])=[O:31])[CH2:26][CH2:25]2)[C:20]([O:22]C)=[O:21])(=[O:16])=[O:15])=[CH:10][CH:9]=1)[C:4]#[C:5][CH3:6], predict the reaction product. The product is: [CH2:3]([O:7][C:8]1[CH:9]=[CH:10][C:11]([S:14]([NH:17][CH2:18][C@H:19]([N:24]2[CH2:25][CH2:26][N:27]([S:30]([CH3:33])(=[O:31])=[O:32])[CH2:28][CH2:29]2)[C:20]([OH:22])=[O:21])(=[O:16])=[O:15])=[CH:12][CH:13]=1)[C:4]#[C:5][CH3:6].